Dataset: Full USPTO retrosynthesis dataset with 1.9M reactions from patents (1976-2016). Task: Predict the reactants needed to synthesize the given product. (1) Given the product [CH3:1][O:2][C:3](=[O:30])[C:4]1[CH:9]=[C:8]([CH2:10][NH2:11])[CH:7]=[CH:6][C:5]=1[CH2:12][N:13]([CH2:14][C:15]1[C:20]([CH3:21])=[CH:19][CH:18]=[CH:17][N:16]=1)[CH2:22][C:23]1[C:28]([CH3:29])=[CH:27][CH:26]=[CH:25][N:24]=1, predict the reactants needed to synthesize it. The reactants are: [CH3:1][O:2][C:3](=[O:30])[C:4]1[CH:9]=[C:8]([C:10]#[N:11])[CH:7]=[CH:6][C:5]=1[CH2:12][N:13]([CH2:22][C:23]1[C:28]([CH3:29])=[CH:27][CH:26]=[CH:25][N:24]=1)[CH2:14][C:15]1[C:20]([CH3:21])=[CH:19][CH:18]=[CH:17][N:16]=1. (2) Given the product [Si:39]([O:46][CH2:47][CH2:48][NH:49][C:50]1[CH:55]=[CH:54][C:53]([N:56]2[CH2:61][CH2:60][C:59]3[C:62]([C:73]([NH2:8])=[O:75])=[N:63][N:64]([C:65]4[CH:66]=[CH:67][C:68]([O:71][CH3:72])=[CH:69][CH:70]=4)[C:58]=3[C:57]2=[O:76])=[CH:52][CH:51]=1)([C:42]([CH3:44])([CH3:43])[CH3:45])([CH3:40])[CH3:41], predict the reactants needed to synthesize it. The reactants are: F[P-](F)(F)(F)(F)F.[N:8]1(OC(N(C)C)=[N+](C)C)C2N=CC=CC=2N=N1.C([O-])(=O)C.[NH4+].C(N(CC)C(C)C)(C)C.[Si:39]([O:46][CH2:47][CH2:48][NH:49][C:50]1[CH:55]=[CH:54][C:53]([N:56]2[CH2:61][CH2:60][C:59]3[C:62]([C:73]([OH:75])=O)=[N:63][N:64]([C:65]4[CH:70]=[CH:69][C:68]([O:71][CH3:72])=[CH:67][CH:66]=4)[C:58]=3[C:57]2=[O:76])=[CH:52][CH:51]=1)([C:42]([CH3:45])([CH3:44])[CH3:43])([CH3:41])[CH3:40].